Dataset: NCI-60 drug combinations with 297,098 pairs across 59 cell lines. Task: Regression. Given two drug SMILES strings and cell line genomic features, predict the synergy score measuring deviation from expected non-interaction effect. (1) Drug 1: CC1=C2C(C(=O)C3(C(CC4C(C3C(C(C2(C)C)(CC1OC(=O)C(C(C5=CC=CC=C5)NC(=O)OC(C)(C)C)O)O)OC(=O)C6=CC=CC=C6)(CO4)OC(=O)C)O)C)O. Drug 2: CC1=C(C(=CC=C1)Cl)NC(=O)C2=CN=C(S2)NC3=CC(=NC(=N3)C)N4CCN(CC4)CCO. Cell line: SF-268. Synergy scores: CSS=3.21, Synergy_ZIP=1.45, Synergy_Bliss=3.95, Synergy_Loewe=0.778, Synergy_HSA=1.25. (2) Drug 1: CC1=CC2C(CCC3(C2CCC3(C(=O)C)OC(=O)C)C)C4(C1=CC(=O)CC4)C. Drug 2: CN(CC1=CN=C2C(=N1)C(=NC(=N2)N)N)C3=CC=C(C=C3)C(=O)NC(CCC(=O)O)C(=O)O. Cell line: MDA-MB-435. Synergy scores: CSS=1.92, Synergy_ZIP=0.740, Synergy_Bliss=1.79, Synergy_Loewe=-23.6, Synergy_HSA=-7.19. (3) Drug 1: C1=CC(=CC=C1CCCC(=O)O)N(CCCl)CCCl. Drug 2: C(=O)(N)NO. Cell line: SR. Synergy scores: CSS=27.4, Synergy_ZIP=-5.16, Synergy_Bliss=-11.4, Synergy_Loewe=-17.6, Synergy_HSA=-10.2. (4) Drug 1: C1CCN(CC1)CCOC2=CC=C(C=C2)C(=O)C3=C(SC4=C3C=CC(=C4)O)C5=CC=C(C=C5)O. Drug 2: CC1C(C(CC(O1)OC2CC(CC3=C2C(=C4C(=C3O)C(=O)C5=C(C4=O)C(=CC=C5)OC)O)(C(=O)C)O)N)O.Cl. Cell line: NCI-H522. Synergy scores: CSS=56.6, Synergy_ZIP=2.46, Synergy_Bliss=4.66, Synergy_Loewe=-13.6, Synergy_HSA=6.14. (5) Drug 1: CC1=C2C(C(=O)C3(C(CC4C(C3C(C(C2(C)C)(CC1OC(=O)C(C(C5=CC=CC=C5)NC(=O)OC(C)(C)C)O)O)OC(=O)C6=CC=CC=C6)(CO4)OC(=O)C)OC)C)OC. Drug 2: CCC1(C2=C(COC1=O)C(=O)N3CC4=CC5=C(C=CC(=C5CN(C)C)O)N=C4C3=C2)O.Cl. Cell line: MDA-MB-435. Synergy scores: CSS=33.1, Synergy_ZIP=-4.55, Synergy_Bliss=-11.0, Synergy_Loewe=-17.2, Synergy_HSA=-10.0. (6) Drug 1: C1=CC(=C2C(=C1NCCNCCO)C(=O)C3=C(C=CC(=C3C2=O)O)O)NCCNCCO. Drug 2: C1CCC(CC1)NC(=O)N(CCCl)N=O. Cell line: COLO 205. Synergy scores: CSS=38.7, Synergy_ZIP=-3.86, Synergy_Bliss=-4.39, Synergy_Loewe=-11.4, Synergy_HSA=-0.169.